This data is from Reaction yield outcomes from USPTO patents with 853,638 reactions. The task is: Predict the reaction yield, written as a fraction of the theoretical maximum amount of product (1.0 means a 100% yield; for example, 0.34 means a 34% yield). (1) The reactants are [CH:1]1([N:7]2[CH2:12][CH2:11][N:10]([C:13]([CH:15]3[C:23]4[C:18](=[CH:19][CH:20]=[CH:21][CH:22]=4)[N:17]([CH:24]4[CH2:29][CH2:28][CH:27]([NH:30][C:31](=[O:37])[O:32][C:33]([CH3:36])([CH3:35])[CH3:34])[CH2:26][CH2:25]4)[CH2:16]3)=[O:14])[CH2:9][CH2:8]2)[CH2:6][CH2:5][CH2:4][CH2:3][CH2:2]1.C(C1C(=O)C(Cl)=C(Cl)C(=O)C=1C#N)#N. The catalyst is C(Cl)Cl. The product is [CH:1]1([N:7]2[CH2:8][CH2:9][N:10]([C:13]([C:15]3[C:23]4[C:18](=[CH:19][CH:20]=[CH:21][CH:22]=4)[N:17]([CH:24]4[CH2:29][CH2:28][CH:27]([NH:30][C:31](=[O:37])[O:32][C:33]([CH3:35])([CH3:34])[CH3:36])[CH2:26][CH2:25]4)[CH:16]=3)=[O:14])[CH2:11][CH2:12]2)[CH2:2][CH2:3][CH2:4][CH2:5][CH2:6]1. The yield is 0.880. (2) The yield is 0.880. The catalyst is C(O)C.[Pd]. The reactants are [OH:1][CH2:2][CH2:3][CH2:4][NH:5][C:6]1[CH:11]=[CH:10][CH:9]=[CH:8][N+:7]=1[O-].C1CCCCC=1. The product is [OH:1][CH2:2][CH2:3][CH2:4][NH:5][C:6]1[CH:11]=[CH:10][CH:9]=[CH:8][N:7]=1.